Dataset: Catalyst prediction with 721,799 reactions and 888 catalyst types from USPTO. Task: Predict which catalyst facilitates the given reaction. Reactant: Br[C:2]1[C:3]([NH:9][CH2:10][C:11]([O:13]CC)=O)=[N:4][CH:5]=[C:6]([Br:8])[N:7]=1.[CH3:16][O:17][C@H:18]1[CH2:23][CH2:22][C@H:21]([CH2:24][NH2:25])[CH2:20][CH2:19]1.C(N(C(C)C)CC)(C)C.O. Product: [Br:8][C:6]1[N:7]=[C:2]2[N:25]([CH2:24][C@H:21]3[CH2:22][CH2:23][C@H:18]([O:17][CH3:16])[CH2:19][CH2:20]3)[C:11](=[O:13])[CH2:10][NH:9][C:3]2=[N:4][CH:5]=1. The catalyst class is: 16.